Dataset: Reaction yield outcomes from USPTO patents with 853,638 reactions. Task: Predict the reaction yield, written as a fraction of the theoretical maximum amount of product (1.0 means a 100% yield; for example, 0.34 means a 34% yield). (1) The reactants are C1(S([N:10]2[C:18]3[C:13](=[CH:14][C:15]([C:19]4[N:20]([CH2:30][CH3:31])[N:21]=[C:22]([C:24]5[CH:29]=[CH:28][CH:27]=[CH:26][N:25]=5)[CH:23]=4)=[CH:16][CH:17]=3)[CH:12]=[C:11]2[C:32]2[C:37]([F:38])=[CH:36][CH:35]=[CH:34][C:33]=2[F:39])(=O)=O)C=CC=CC=1.C([O-])([O-])=O.[Cs+].[Cs+]. The catalyst is C1COCC1.CO. The product is [F:39][C:33]1[CH:34]=[CH:35][CH:36]=[C:37]([F:38])[C:32]=1[C:11]1[NH:10][C:18]2[C:13]([CH:12]=1)=[CH:14][C:15]([C:19]1[N:20]([CH2:30][CH3:31])[N:21]=[C:22]([C:24]3[CH:29]=[CH:28][CH:27]=[CH:26][N:25]=3)[CH:23]=1)=[CH:16][CH:17]=2. The yield is 0.200. (2) The reactants are [Cl:1][C:2]1[CH:7]=[C:6]([O:8][C:9]([C:12]([O:14][CH2:15]C)=[O:13])([CH3:11])[CH3:10])[C:5]([Cl:17])=[CH:4][C:3]=1[O:18]C(=O)C1C=CC=CC=1.[Na].Cl. The catalyst is CO. The product is [CH3:15][O:14][C:12](=[O:13])[C:9]([O:8][C:6]1[CH:7]=[C:2]([Cl:1])[C:3]([OH:18])=[CH:4][C:5]=1[Cl:17])([CH3:11])[CH3:10]. The yield is 0.620. (3) The reactants are [Cl:1][C:2]1[CH:10]=[CH:9][CH:8]=[C:7]2[C:3]=1[C:4]([C:16]([OH:18])=O)=[CH:5][N:6]2[CH2:11][CH2:12][CH:13]([F:15])[F:14].[NH2:19][CH2:20][C@:21]1([OH:28])[CH2:26][CH2:25][CH2:24][C@H:23]([CH3:27])[CH2:22]1.CCN(CC)CC.C1C=CC2N(O)N=NC=2C=1.C(Cl)CCl. The catalyst is C1COCC1. The product is [OH:28][C@@:21]1([CH2:20][NH:19][C:16]([C:4]2[C:3]3[C:7](=[CH:8][CH:9]=[CH:10][C:2]=3[Cl:1])[N:6]([CH2:11][CH2:12][CH:13]([F:14])[F:15])[CH:5]=2)=[O:18])[CH2:26][CH2:25][CH2:24][C@H:23]([CH3:27])[CH2:22]1. The yield is 0.344. (4) The yield is 0.986. The catalyst is O1CCOCC1. The reactants are C(O[C:6](=O)[N:7]([CH2:9][CH2:10][C@H:11]1[CH2:16][CH2:15][C@H:14](/[CH:17]=[CH:18]/[CH2:19][OH:20])[CH2:13][CH2:12]1)C)(C)(C)C.[ClH:22]. The product is [ClH:22].[CH3:6][NH:7][CH2:9][CH2:10][C@H:11]1[CH2:16][CH2:15][C@H:14](/[CH:17]=[CH:18]/[CH2:19][OH:20])[CH2:13][CH2:12]1. (5) The reactants are Br[C:2]1[CH:14]=[CH:13][C:5]([O:6]C2CCCCO2)=[CH:4][C:3]=1[CH:15]([O:17]C1CCCCO1)[CH3:16].[Li]CCCC.[B:29](OC(C)C)(OC(C)C)[O:30]C(C)C.Cl. The catalyst is C1COCC1. The product is [CH3:16][CH:15]1[O:17][B:29]([OH:30])[C:2]2[CH:14]=[CH:13][C:5]([OH:6])=[CH:4][C:3]1=2. The yield is 0.810. (6) The reactants are [NH2:1][C:2]1[CH:7]=[CH:6][C:5]([OH:8])=[C:4]([F:9])[CH:3]=1.CC(C)([O-])C.[K+].Cl[C:17]1[CH:22]=[CH:21][N:20]=[C:19]([C:23]([NH2:25])=[O:24])[CH:18]=1. The product is [NH2:1][C:2]1[CH:7]=[CH:6][C:5]([O:8][C:17]2[CH:22]=[CH:21][N:20]=[C:19]([C:23]([NH2:25])=[O:24])[CH:18]=2)=[C:4]([F:9])[CH:3]=1. The catalyst is CN(C=O)C. The yield is 0.820. (7) The reactants are [CH3:1][O:2][C:3]1[CH:8]=[CH:7][C:6]([NH:9][C:10]([C:12]2[CH:17]=[CH:16][CH:15]=[C:14]([C:18]3[CH:23]=[CH:22][CH:21]=[CH:20][C:19]=3[CH2:24][NH2:25])[N:13]=2)=[O:11])=[CH:5][CH:4]=1.[CH3:26][O:27][C:28]1[CH:33]=[CH:32][C:31]([CH2:34][C:35](Cl)=[O:36])=[CH:30][CH:29]=1.CCN(C(C)C)C(C)C. The catalyst is ClCCl. The product is [CH3:1][O:2][C:3]1[CH:4]=[CH:5][C:6]([NH:9][C:10]([C:12]2[CH:17]=[CH:16][CH:15]=[C:14]([C:18]3[CH:23]=[CH:22][CH:21]=[CH:20][C:19]=3[CH2:24][NH:25][C:35](=[O:36])[CH2:34][C:31]3[CH:32]=[CH:33][C:28]([O:27][CH3:26])=[CH:29][CH:30]=3)[N:13]=2)=[O:11])=[CH:7][CH:8]=1. The yield is 0.780. (8) The reactants are [CH3:1][O:2][C:3]([C:5]1[N:6]=[C:7]2[C:12]([C:13]([F:16])([F:15])[F:14])=[CH:11][C:10]([N+:17]([O-])=O)=[CH:9][N:8]2[C:20]=1[Cl:21])=[O:4].CO. The catalyst is C(O)(=O)C.[Ni]. The product is [CH3:1][O:2][C:3]([C:5]1[N:6]=[C:7]2[C:12]([C:13]([F:15])([F:14])[F:16])=[CH:11][C:10]([NH2:17])=[CH:9][N:8]2[C:20]=1[Cl:21])=[O:4]. The yield is 0.910.